This data is from Forward reaction prediction with 1.9M reactions from USPTO patents (1976-2016). The task is: Predict the product of the given reaction. (1) Given the reactants [CH2:1]([O:3][CH:4]([CH2:13][C:14]1[CH:19]=[CH:18][C:17]([OH:20])=[CH:16][CH:15]=1)[C:5]([O:7][CH2:8][CH2:9][O:10][CH2:11][CH3:12])=[O:6])[CH3:2].P([O-])([O-])([O-])=O.C([O-])(=O)C, predict the reaction product. The product is: [CH2:1]([O:3][C@@H:4]([CH2:13][C:14]1[CH:15]=[CH:16][C:17]([OH:20])=[CH:18][CH:19]=1)[C:5]([OH:7])=[O:6])[CH3:2].[CH2:1]([O:3][C@H:4]([CH2:13][C:14]1[CH:19]=[CH:18][C:17]([OH:20])=[CH:16][CH:15]=1)[C:5]([O:7][CH2:8][CH2:9][O:10][CH2:11][CH3:12])=[O:6])[CH3:2]. (2) The product is: [Br:11][CH2:12][CH2:13][CH2:14][CH2:15][CH2:16][O:10][C:6]1[CH:7]=[CH:8][CH:9]=[C:4]([N+:1]([O-:3])=[O:2])[CH:5]=1. Given the reactants [N+:1]([C:4]1[CH:5]=[C:6]([OH:10])[CH:7]=[CH:8][CH:9]=1)([O-:3])=[O:2].[Br:11][CH2:12][CH2:13][CH2:14][CH2:15][CH2:16]Br.C(=O)([O-])[O-].[K+].[K+], predict the reaction product. (3) The product is: [Cl:13][C:14]1[CH:21]=[C:20]([OH:22])[CH:19]=[CH:18][C:15]=1[CH:16]=[CH:1][C:2](=[O:7])[CH2:3][C:4](=[O:6])[CH3:5]. Given the reactants [CH3:1][C:2](=[O:7])[CH2:3][C:4](=[O:6])[CH3:5].B(OB=O)=O.[Cl:13][C:14]1[CH:21]=[C:20]([OH:22])[CH:19]=[CH:18][C:15]=1[CH:16]=O.C(OC)(OC)OC.C(N)CCC.Cl, predict the reaction product. (4) Given the reactants [CH3:1][C:2]1([CH3:14])[C:6]([CH3:8])([CH3:7])[O:5][B:4]([C:9]2[CH:10]=[N:11][NH:12][CH:13]=2)[O:3]1.C(=O)([O-])[O-].[Cs+].[Cs+].[I-].[K+].Cl.Cl[CH2:25][CH2:26][N:27]([CH2:30][CH3:31])[CH2:28][CH3:29], predict the reaction product. The product is: [CH2:26]([N:27]([CH2:30][CH3:31])[CH2:28][CH2:29][N:12]1[CH:13]=[C:9]([B:4]2[O:5][C:6]([CH3:7])([CH3:8])[C:2]([CH3:14])([CH3:1])[O:3]2)[CH:10]=[N:11]1)[CH3:25]. (5) The product is: [Cl:1][C:2]1[CH:7]=[CH:6][C:5]([N:8]2[C:16]([CH:17]([CH:28]3[CH2:33][CH2:32][CH2:31][CH2:30][CH2:29]3)[O:18][C:19]3[CH:26]=[CH:25][C:22]([C:23]4[NH:38][N:37]=[N:36][N:24]=4)=[CH:21][C:20]=3[F:27])=[C:15]3[C:10]([CH:11]=[C:12]([F:35])[C:13]([F:34])=[CH:14]3)=[N:9]2)=[CH:4][CH:3]=1. Given the reactants [Cl:1][C:2]1[CH:7]=[CH:6][C:5]([N:8]2[C:16]([CH:17]([CH:28]3[CH2:33][CH2:32][CH2:31][CH2:30][CH2:29]3)[O:18][C:19]3[CH:26]=[CH:25][C:22]([C:23]#[N:24])=[CH:21][C:20]=3[F:27])=[C:15]3[C:10]([CH:11]=[C:12]([F:35])[C:13]([F:34])=[CH:14]3)=[N:9]2)=[CH:4][CH:3]=1.[N-:36]=[N+:37]=[N-:38].[Na+].Cl.C(N(CC)CC)C, predict the reaction product.